The task is: Predict the reactants needed to synthesize the given product.. This data is from Full USPTO retrosynthesis dataset with 1.9M reactions from patents (1976-2016). (1) Given the product [C:1]1([CH3:11])[CH:2]=[CH:3][C:4]([C:7]#[C:8][CH:9]([OH:10])[CH2:14][CH:13]=[CH2:12])=[CH:5][CH:6]=1, predict the reactants needed to synthesize it. The reactants are: [C:1]1([CH3:11])[CH:6]=[CH:5][C:4]([C:7]#[C:8][CH:9]=[O:10])=[CH:3][CH:2]=1.[CH2:12]([Mg]Br)[CH:13]=[CH2:14]. (2) The reactants are: F[C:2]1[CH:7]=[CH:6][C:5]([N+:8]([O-:10])=[O:9])=[CH:4][CH:3]=1.[CH3:11][C:12]1[NH:13][CH:14]=[CH:15][N:16]=1.C([O-])([O-])=O.[Cs+].[Cs+]. Given the product [CH3:11][C:12]1[N:13]([C:2]2[CH:7]=[CH:6][C:5]([N+:8]([O-:10])=[O:9])=[CH:4][CH:3]=2)[CH:14]=[CH:15][N:16]=1, predict the reactants needed to synthesize it.